Dataset: Full USPTO retrosynthesis dataset with 1.9M reactions from patents (1976-2016). Task: Predict the reactants needed to synthesize the given product. (1) Given the product [C:22]([O:21][C:19](=[O:20])[CH2:18][N:1]1[C:9]2[C:4](=[CH:5][CH:6]=[CH:7][CH:8]=2)[CH:3]=[C:2]1/[CH:10]=[CH:11]/[C:12]([O:14][CH2:15][CH3:16])=[O:13])([CH3:25])([CH3:24])[CH3:23], predict the reactants needed to synthesize it. The reactants are: [NH:1]1[C:9]2[C:4](=[CH:5][CH:6]=[CH:7][CH:8]=2)[CH:3]=[C:2]1/[CH:10]=[CH:11]/[C:12]([O:14][CH2:15][CH3:16])=[O:13].Br[CH2:18][C:19]([O:21][C:22]([CH3:25])([CH3:24])[CH3:23])=[O:20].C([O-])([O-])=O.[Cs+].[Cs+]. (2) Given the product [N:3]1([CH2:8][C:9]([CH2:16][O:17][CH2:18][CH2:19][CH2:20][CH2:21][CH2:22][CH2:23][CH2:24][CH2:25][CH2:26][CH3:27])([CH2:28][O:29][CH2:30][CH2:31][CH2:32][CH2:33][CH2:34][CH2:35][CH2:36][CH2:37][CH2:38][CH3:39])[CH2:10][N:11]2[CH2:15][CH2:14][CH2:13][CH2:12]2)[CH2:4][CH2:5][CH2:6][CH2:7]1, predict the reactants needed to synthesize it. The reactants are: Cl.Cl.[N:3]1([CH2:8][C:9]([CH2:28][O:29][CH2:30][CH2:31][CH2:32][CH2:33][CH2:34][CH2:35][CH2:36][CH2:37][CH2:38][CH3:39])([CH2:16][O:17][CH2:18][CH2:19][CH2:20][CH2:21][CH2:22][CH2:23][CH2:24][CH2:25][CH2:26][CH3:27])[CH2:10][N:11]2[CH2:15][CH2:14][CH2:13][CH2:12]2)[CH2:7][CH2:6][CH2:5][CH2:4]1. (3) Given the product [NH2:30][C:3]1[C:4]([NH:18][C:19]([C:21]2[O:25][N:24]=[C:23]([C:26]([CH3:29])([CH3:28])[CH3:27])[CH:22]=2)=[O:20])=[N:5][C:6]([C:8]2[CH:13]=[CH:12][CH:11]=[CH:10][C:9]=2[C:14]([F:15])([F:16])[F:17])=[CH:7][C:2]=1[Cl:1], predict the reactants needed to synthesize it. The reactants are: [Cl:1][C:2]1[CH:7]=[C:6]([C:8]2[CH:13]=[CH:12][CH:11]=[CH:10][C:9]=2[C:14]([F:17])([F:16])[F:15])[N:5]=[C:4]([NH:18][C:19]([C:21]2[O:25][N:24]=[C:23]([C:26]([CH3:29])([CH3:28])[CH3:27])[CH:22]=2)=[O:20])[C:3]=1[N+:30]([O-])=O.[Cl-].[NH4+].